Dataset: Forward reaction prediction with 1.9M reactions from USPTO patents (1976-2016). Task: Predict the product of the given reaction. (1) Given the reactants [CH:1]([C@H:4]1[C:29](=[O:30])[N:28]2[CH2:31][C@@H:25]([CH2:26][C@H:27]2[C:32]([O:34][CH2:35][CH2:36][Si:37]([CH3:40])([CH3:39])[CH3:38])=[O:33])[O:24][C:23](=[O:41])[C:15]2=[CH:16][C:17]3[CH:18]=[CH:19][CH:20]=[CH:21][C:22]=3[N:14]2[CH2:13][CH:12]=[CH:11][CH2:10][CH2:9][CH2:8][O:7][C:6](=[O:42])[NH:5]1)([CH3:3])[CH3:2], predict the reaction product. The product is: [CH:1]([C@H:4]1[C:29](=[O:30])[N:28]2[CH2:31][C@@H:25]([CH2:26][C@H:27]2[C:32]([O:34][CH2:35][CH2:36][Si:37]([CH3:38])([CH3:40])[CH3:39])=[O:33])[O:24][C:23](=[O:41])[C:15]2=[CH:16][C:17]3[CH:18]=[CH:19][CH:20]=[CH:21][C:22]=3[N:14]2[CH2:13][CH2:12][CH2:11][CH2:10][CH2:9][CH2:8][O:7][C:6](=[O:42])[NH:5]1)([CH3:3])[CH3:2]. (2) Given the reactants Cl.[N:2]1([CH2:7][C@H:8]2[CH2:12][CH2:11][CH2:10][N:9]2[C:13]([C:15]2[CH:16]=[C:17]3[C:21](=[CH:22][CH:23]=2)[NH:20][C:19]([C:24]([OH:26])=O)=[CH:18]3)=[O:14])[CH2:6][CH2:5][CH2:4][CH2:3]1.F[B-](F)(F)F.N1(OC(N(C)C)=[N+](C)C)C2C=CC=CC=2N=N1.[F:49][C:50]1([F:56])[CH2:55][CH2:54][NH:53][CH2:52][CH2:51]1.C(N(CC)C(C)C)(C)C, predict the reaction product. The product is: [F:49][C:50]1([F:56])[CH2:55][CH2:54][N:53]([C:24]([C:19]2[NH:20][C:21]3[C:17]([CH:18]=2)=[CH:16][C:15]([C:13]([N:9]2[CH2:10][CH2:11][CH2:12][C@@H:8]2[CH2:7][N:2]2[CH2:3][CH2:4][CH2:5][CH2:6]2)=[O:14])=[CH:23][CH:22]=3)=[O:26])[CH2:52][CH2:51]1. (3) Given the reactants C1[CH2:5][CH:4]=[CH:3]C=1.[C:6]12[C:14](=[O:15])[O:13][C:11](=[O:12])[C:7]=1[CH2:8][CH2:9][CH2:10]2.[CH2:16](OCC)[CH3:17], predict the reaction product. The product is: [C:6]123[CH2:5][CH2:4][CH2:3][C:7]1([C:11](=[O:12])[O:13][C:14]2=[O:15])[CH:8]1[CH2:9][CH:10]3[CH:16]=[CH:17]1. (4) The product is: [CH2:16]1[CH2:1][O:2][C:3]2([CH2:12][CH2:11][CH2:10][C:9]3[C:4]2([CH3:14])[CH2:5][C:6](=[CH:20][OH:21])[C:7](=[O:13])[CH:8]=3)[O:15]1. Given the reactants [CH2:1]1[CH2:16][O:15][C:3]2([CH2:12][CH2:11][CH2:10][C:9]3[C:4]2([CH3:14])[CH2:5][CH2:6][C:7](=[O:13])[CH:8]=3)[O:2]1.C[O-].[Na+].[CH:20](OC)=[O:21], predict the reaction product. (5) The product is: [Cl:8][C:6]1[CH:5]=[C:4]([C:9]2([C:26]([F:28])([F:27])[F:29])[CH2:13][CH2:12][N:11]([C:14]3[S:15][C:16]4[CH:22]([NH:23][C:30](=[O:33])[CH2:31][CH3:32])[CH2:21][CH2:20][CH2:19][C:17]=4[N:18]=3)[CH2:10]2)[CH:3]=[C:2]([Cl:1])[CH:7]=1. Given the reactants [Cl:1][C:2]1[CH:3]=[C:4]([C:9]2([C:26]([F:29])([F:28])[F:27])[CH2:13][CH2:12][N:11]([C:14]3[S:15][C:16]4[C:22](=[N:23]OC)[CH2:21][CH2:20][CH2:19][C:17]=4[N:18]=3)[CH2:10]2)[CH:5]=[C:6]([Cl:8])[CH:7]=1.[C:30](O[C:30](=[O:33])[CH2:31][CH3:32])(=[O:33])[CH2:31][CH3:32].[BH4-].[Na+].NCCNCCN, predict the reaction product. (6) Given the reactants [CH3:1][C:2]1[N:3]([C:8]2[CH:13]=[C:12]([CH3:14])[CH:11]=[C:10]([CH2:15][CH2:16][C:17]3[CH:22]=[CH:21][CH:20]=[C:19]([CH:23]([CH2:39][N+:40]([O-])=O)[CH2:24][C:25]4[CH:30]=[C:29]([CH3:31])[CH:28]=[C:27]([N:32]5[C:36]([CH3:37])=[CH:35][CH:34]=[C:33]5[CH3:38])[N:26]=4)[CH:18]=3)[N:9]=2)[C:4]([CH3:7])=[CH:5][CH:6]=1, predict the reaction product. The product is: [CH3:37][C:36]1[N:32]([C:27]2[N:26]=[C:25]([CH2:24][CH:23]([C:19]3[CH:20]=[CH:21][CH:22]=[C:17]([CH2:16][CH2:15][C:10]4[CH:11]=[C:12]([CH3:14])[CH:13]=[C:8]([N:3]5[C:4]([CH3:7])=[CH:5][CH:6]=[C:2]5[CH3:1])[N:9]=4)[CH:18]=3)[CH2:39][NH2:40])[CH:30]=[C:29]([CH3:31])[CH:28]=2)[C:33]([CH3:38])=[CH:34][CH:35]=1. (7) The product is: [OH:1][CH:2]1[O:21][C@H:20]([CH2:22][OH:23])[C@@H:7]([O:8][C@@H:9]2[O:17][C@H:16]([CH2:18][OH:19])[C@H:14]([OH:15])[C@H:12]([OH:13])[C@H:10]2[OH:30])[C@H:5]([OH:6])[C@H:3]1[NH2:4]. Given the reactants [OH:1][CH:2]1[O:21][C@H:20]([CH2:22][OH:23])[C@@H:7]([O:8][C@@H:9]2[O:17][C@H:16]([CH2:18][OH:19])[C@H:14]([OH:15])[C@H:12]([OH:13])[C@H:10]2N)[C@H:5]([OH:6])[C@H:3]1[NH2:4].C(O)[C@H]1[O:30][C@@H](O[C@@H]([C@H](O)[C@@H](O)C(O)=O)[C@H](O)CO)[C@H](O)[C@@H](O)[C@H]1O, predict the reaction product.